This data is from Peptide-MHC class II binding affinity with 134,281 pairs from IEDB. The task is: Regression. Given a peptide amino acid sequence and an MHC pseudo amino acid sequence, predict their binding affinity value. This is MHC class II binding data. (1) The peptide sequence is TFKVAATAANAAPAN. The MHC is HLA-DPA10103-DPB10301 with pseudo-sequence HLA-DPA10103-DPB10301. The binding affinity (normalized) is 0.474. (2) The binding affinity (normalized) is 0.148. The MHC is HLA-DQA10102-DQB10602 with pseudo-sequence HLA-DQA10102-DQB10602. The peptide sequence is PGPNITATYGGKWLD. (3) The peptide sequence is IEKKIAKMEKASY. The MHC is DRB1_0701 with pseudo-sequence DRB1_0701. The binding affinity (normalized) is 0. (4) The peptide sequence is DKGPGFVVTGRVYCD. The MHC is HLA-DPA10103-DPB10301 with pseudo-sequence YAFFMFSGGAILNTLYLQFEYFDLEKVRVHLDVT. The binding affinity (normalized) is 0.0992.